From a dataset of Retrosynthesis with 50K atom-mapped reactions and 10 reaction types from USPTO. Predict the reactants needed to synthesize the given product. (1) Given the product CCOC(=O)c1sc2c(NC(=O)c3ccc(N4CCN(C)CC4)cc3)ncn2c1C(F)(F)F, predict the reactants needed to synthesize it. The reactants are: CCOC(=O)c1sc2c(N)ncn2c1C(F)(F)F.CN1CCN(c2ccc(C(=O)Cl)cc2)CC1. (2) Given the product Cc1[nH]c2cc(O)ccc2c1C, predict the reactants needed to synthesize it. The reactants are: COc1ccc2c(C)c(C)[nH]c2c1. (3) Given the product O=c1[nH]c2ccc(-c3cccc(-c4ccc(F)cc4)n3)cc2o1, predict the reactants needed to synthesize it. The reactants are: CC1(C)OB(c2ccc3[nH]c(=O)oc3c2)OC1(C)C.Fc1ccc(-c2cccc(Br)n2)cc1. (4) Given the product CC(C(=O)NCCN1[C@@H](C)CCC[C@H]1C)N1CCCC1=O, predict the reactants needed to synthesize it. The reactants are: CCOC(=O)C(C)N1CCCC1=O.C[C@H]1CCC[C@@H](C)N1CCN. (5) Given the product CSc1cc(Oc2ncc(F)cc2C(=O)N[C@H]2CC[C@H](O)CC2)ccc1Cl, predict the reactants needed to synthesize it. The reactants are: CSc1cc(O)ccc1Cl.O=C(N[C@H]1CC[C@H](O)CC1)c1cc(F)cnc1Cl. (6) The reactants are: CCC(=O)Cl.O=c1[nH]nc(C[C@@H]2CCNC2)n1-c1ccc(Br)cc1F. Given the product CCC(=O)N1CC[C@@H](Cc2n[nH]c(=O)n2-c2ccc(Br)cc2F)C1, predict the reactants needed to synthesize it. (7) Given the product Cc1ccc2[nH]cc(C3C(=O)N(C)C(=O)C3c3c[nH]c4ccc(C)cc34)c2c1, predict the reactants needed to synthesize it. The reactants are: Cc1ccc2[nH]cc(C3=C(c4c[nH]c5ccc(C)cc45)C(=O)N(C)C3=O)c2c1. (8) Given the product O=C(O)C(F)(F)F, predict the reactants needed to synthesize it. The reactants are: CC(C)Nc1nc2c(nc1N1CCC(C(=O)c3cc(Cl)ccc3F)CC1)CNCC2.CN(C)C(=O)Cl. (9) Given the product O=[N+]([O-])c1ccc(CNc2ncnc3c2ncn3[C@@H]2O[C@H](CSCCO)[C@@H](O)[C@H]2O)cc1, predict the reactants needed to synthesize it. The reactants are: Nc1ncnc2c1ncn2[C@@H]1O[C@H](CSCCO)[C@@H](O)[C@H]1O.O=[N+]([O-])c1ccc(CBr)cc1.